From a dataset of Full USPTO retrosynthesis dataset with 1.9M reactions from patents (1976-2016). Predict the reactants needed to synthesize the given product. (1) The reactants are: C(OC(=O)COC1C=CC(C#N)=CC=1C#CC1C=C(S(C)(=O)=O)C=CC=1F)(C)(C)C.[C:31]([O:35][C:36](=[O:49])[CH2:37][O:38][C:39]1[CH:44]=[CH:43][C:42]([C:45]#[N:46])=[CH:41][C:40]=1[C:47]#[CH:48])([CH3:34])([CH3:33])[CH3:32].I[C:51]1[CH:56]=[C:55]([S:57]([C:60]2[CH:65]=[CH:64][CH:63]=[CH:62][CH:61]=2)(=[O:59])=[O:58])[CH:54]=[CH:53][C:52]=1[CH3:66]. Given the product [C:31]([O:35][C:36](=[O:49])[CH2:37][O:38][C:39]1[CH:44]=[CH:43][C:42]([C:45]#[N:46])=[CH:41][C:40]=1[C:47]#[C:48][C:53]1[CH:54]=[C:55]([S:57]([C:60]2[CH:65]=[CH:64][CH:63]=[CH:62][CH:61]=2)(=[O:59])=[O:58])[CH:56]=[CH:51][C:52]=1[CH3:66])([CH3:34])([CH3:33])[CH3:32], predict the reactants needed to synthesize it. (2) The reactants are: [NH2:1][C:2]1[CH:7]=[C:6]([Cl:8])[CH:5]=[CH:4][C:3]=1[C:9](=[O:11])[CH3:10].C(=O)([O-])[O-].[K+].[K+].I[C:19]1[CH:24]=[CH:23][CH:22]=[CH:21][CH:20]=1. Given the product [Cl:8][C:6]1[CH:5]=[CH:4][C:3]([C:9](=[O:11])[CH3:10])=[C:2]([NH:1][C:19]2[CH:24]=[CH:23][CH:22]=[CH:21][CH:20]=2)[CH:7]=1, predict the reactants needed to synthesize it. (3) The reactants are: B(Br)(Br)Br.[Br:5][C:6]1[CH:7]=[N:8][C:9]([O:23]C)=[C:10]([CH:22]=1)[C:11]([NH:13][CH2:14][C:15]1[CH:20]=[CH:19][C:18]([F:21])=[CH:17][CH:16]=1)=[O:12].CO. Given the product [Br:5][C:6]1[CH:7]=[N:8][C:9]([OH:23])=[C:10]([CH:22]=1)[C:11]([NH:13][CH2:14][C:15]1[CH:16]=[CH:17][C:18]([F:21])=[CH:19][CH:20]=1)=[O:12], predict the reactants needed to synthesize it.